This data is from Forward reaction prediction with 1.9M reactions from USPTO patents (1976-2016). The task is: Predict the product of the given reaction. (1) Given the reactants I[C:2]1[C:10]2[C:5](=[CH:6][CH:7]=[C:8]([C:11]([NH:13][C@@H:14]([C:17]3[CH:22]=[CH:21][CH:20]=[C:19]([O:23][CH3:24])[CH:18]=3)[CH2:15][CH3:16])=[O:12])[CH:9]=2)[NH:4][N:3]=1.[CH3:25][N:26]1[CH2:31][CH2:30][CH:29]([O:32][C:33]2[CH:38]=[CH:37][C:36](B3OC(C)(C)C(C)(C)O3)=[CH:35][CH:34]=2)[CH2:28][CH2:27]1, predict the reaction product. The product is: [CH3:24][O:23][C:19]1[CH:18]=[C:17]([C@H:14]([NH:13][C:11]([C:8]2[CH:9]=[C:10]3[C:5](=[CH:6][CH:7]=2)[NH:4][N:3]=[C:2]3[C:36]2[CH:37]=[CH:38][C:33]([O:32][CH:29]3[CH2:28][CH2:27][N:26]([CH3:25])[CH2:31][CH2:30]3)=[CH:34][CH:35]=2)=[O:12])[CH2:15][CH3:16])[CH:22]=[CH:21][CH:20]=1. (2) Given the reactants C(N(CC)CC)C.[Br:8][C:9]1[C:16]([C:17]#[N:18])=[C:15]([OH:19])[C:14]([OH:20])=[CH:13][C:10]=1[C:11]#[N:12].C(Cl)Cl.[CH3:24][S:25](Cl)(=[O:27])=[O:26], predict the reaction product. The product is: [CH3:24][S:25]([O:20][C:14]1[CH:13]=[C:10]([C:11]#[N:12])[C:9]([Br:8])=[C:16]([C:17]#[N:18])[C:15]=1[O:19][S:25]([CH3:24])(=[O:27])=[O:26])(=[O:27])=[O:26]. (3) Given the reactants [CH3:1][O:2][C:3](=[O:6])[CH2:4][NH2:5].[Br:7][CH2:8][CH2:9][CH2:10][CH2:11][C:12]1([C:25](Cl)=[O:26])[C:24]2[CH:23]=[CH:22][CH:21]=[CH:20][C:19]=2[C:18]2[C:13]1=[CH:14][CH:15]=[CH:16][CH:17]=2, predict the reaction product. The product is: [CH3:1][O:2][C:3]([CH2:4][NH:5][C:25]([C:12]1([CH2:11][CH2:10][CH2:9][CH2:8][Br:7])[C:24]2[CH:23]=[CH:22][CH:21]=[CH:20][C:19]=2[C:18]2[C:13]1=[CH:14][CH:15]=[CH:16][CH:17]=2)=[O:26])=[O:6]. (4) Given the reactants [F:1][C:2]1[CH:16]=[CH:15][C:5]([CH:6](O)[C:7]2[CH:12]=[CH:11][C:10]([F:13])=[CH:9][CH:8]=2)=[CH:4][CH:3]=1.[C-:17]#[N:18].[K+].S(=O)(=O)(O)O, predict the reaction product. The product is: [F:1][C:2]1[CH:16]=[CH:15][C:5]([CH:6]([C:7]2[CH:12]=[CH:11][C:10]([F:13])=[CH:9][CH:8]=2)[C:17]#[N:18])=[CH:4][CH:3]=1. (5) The product is: [Cl:1][C:2]1[CH:6]=[C:5]([Cl:7])[N:4]([CH3:14])[C:3]=1[C:8]([O:10][CH3:11])=[O:9]. Given the reactants [Cl:1][C:2]1[CH:6]=[C:5]([Cl:7])[NH:4][C:3]=1[C:8]([O:10][CH3:11])=[O:9].[H-].[Na+].[CH3:14]I, predict the reaction product. (6) Given the reactants [CH:1]1([C:6]2([CH2:14][CH2:15][C:16]3[CH:21]=[CH:20][C:19]([O:22][CH3:23])=[CH:18][C:17]=3[O:24][CH3:25])[O:11][C:10](=[O:12])[CH2:9][C:8](=[O:13])[CH2:7]2)[CH2:5][CH2:4][CH2:3][CH2:2]1.C(N(CC)CC)C.[CH3:33][C:34]1[CH:38]=[C:37]([CH2:39][C:40](O)=[O:41])[O:36][N:35]=1.C(Cl)CCl, predict the reaction product. The product is: [CH:1]1([C:6]2([CH2:14][CH2:15][C:16]3[CH:21]=[CH:20][C:19]([O:22][CH3:23])=[CH:18][C:17]=3[O:24][CH3:25])[O:11][C:10](=[O:12])[C:9]([C:40](=[O:41])[CH2:39][C:37]3[O:36][N:35]=[C:34]([CH3:33])[CH:38]=3)=[C:8]([OH:13])[CH2:7]2)[CH2:5][CH2:4][CH2:3][CH2:2]1. (7) Given the reactants [Br:1][C:2]1[CH:7]=[C:6]([CH:8]=O)[CH:5]=[CH:4][C:3]=1[C:10]1[CH:15]=[CH:14][CH:13]=[C:12]([N:16]2[C:21]3[N:22]=[CH:23][C:24]([F:26])=[CH:25][C:20]=3[C:19](=[O:27])[N:18]([C@@H:28]3[CH2:33][CH2:32][C@H:31]([NH:34][C:35](=[O:41])[O:36][C:37]([CH3:40])([CH3:39])[CH3:38])[CH2:30][CH2:29]3)[C:17]2=[O:42])[CH:11]=1.[N:43]1([C:49]([O:51][CH2:52][C:53]2[CH:58]=[CH:57][CH:56]=[CH:55][CH:54]=2)=[O:50])[CH2:48][CH2:47][NH:46][CH2:45][CH2:44]1.C(O[BH-](OC(=O)C)OC(=O)C)(=O)C.[Na+].O, predict the reaction product. The product is: [CH2:52]([O:51][C:49]([N:43]1[CH2:48][CH2:47][N:46]([CH2:8][C:6]2[CH:5]=[CH:4][C:3]([C:10]3[CH:15]=[CH:14][CH:13]=[C:12]([N:16]4[C:21]5[N:22]=[CH:23][C:24]([F:26])=[CH:25][C:20]=5[C:19](=[O:27])[N:18]([C@H:28]5[CH2:29][CH2:30][C@@H:31]([NH:34][C:35]([O:36][C:37]([CH3:38])([CH3:40])[CH3:39])=[O:41])[CH2:32][CH2:33]5)[C:17]4=[O:42])[CH:11]=3)=[C:2]([Br:1])[CH:7]=2)[CH2:45][CH2:44]1)=[O:50])[C:53]1[CH:58]=[CH:57][CH:56]=[CH:55][CH:54]=1.